From a dataset of Forward reaction prediction with 1.9M reactions from USPTO patents (1976-2016). Predict the product of the given reaction. (1) Given the reactants Cl[CH2:2][C:3]1[CH:8]=[CH:7][C:6]([C:9]2[CH:14]=[CH:13][CH:12]=[C:11]([O:15][CH:16]3[CH2:18][CH2:17]3)[CH:10]=2)=[C:5]([C@H:19]2[CH2:23][CH2:22][CH2:21][C:20]2([CH3:25])[CH3:24])[CH:4]=1.ClCC1C=CC(C2C=CC=C([O:40][CH:41]3CC3)C=2)=C([C@@H]2CCCC2(C)C)C=1.CN(C=[O:55])C.S(Cl)(Cl)=O, predict the reaction product. The product is: [CH:16]1([O:15][C:11]2[CH:10]=[C:9]([C:6]3[CH:7]=[CH:8][C:3]([C:2]([O:40][CH3:41])=[O:55])=[CH:4][C:5]=3[CH:19]3[CH2:23][CH2:22][CH2:21][C:20]3([CH3:24])[CH3:25])[CH:14]=[CH:13][CH:12]=2)[CH2:17][CH2:18]1. (2) Given the reactants CS([C:4]1[S:5][C:6]2[CH:12]=[C:11]([CH2:13][N:14]3[C:18]4[CH:19]=[CH:20][C:21]([C:23]([F:26])([F:25])[F:24])=[CH:22][C:17]=4[N:16]=[CH:15]3)[CH:10]=[CH:9][C:7]=2[N:8]=1)=O.[NH2:27][C@@H:28]1[CH2:33][CH2:32][CH2:31][CH2:30][C@H:29]1[OH:34].CCN(C(C)C)C(C)C.CN1C(=O)CCC1, predict the reaction product. The product is: [F:26][C:23]([F:25])([F:24])[C:21]1[CH:20]=[CH:19][C:18]2[N:14]([CH2:13][C:11]3[CH:10]=[CH:9][C:7]4[N:8]=[C:4]([NH:27][C@@H:28]5[CH2:33][CH2:32][CH2:31][CH2:30][C@H:29]5[OH:34])[S:5][C:6]=4[CH:12]=3)[CH:15]=[N:16][C:17]=2[CH:22]=1. (3) Given the reactants [CH:1]1([C:6]2[C:14]3[O:13][CH:12]([CH2:15][NH2:16])[CH2:11][C:10]=3[CH:9]=[CH:8][CH:7]=2)[CH2:5][CH2:4][CH2:3][CH2:2]1.C(N(C(C)C)CC)(C)C.Cl[C:27]([O:29][CH2:30][C:31]1[CH:36]=[CH:35][CH:34]=[CH:33][CH:32]=1)=[O:28], predict the reaction product. The product is: [CH:1]1([C:6]2[C:14]3[O:13][CH:12]([CH2:15][NH:16][C:27](=[O:28])[O:29][CH2:30][C:31]4[CH:36]=[CH:35][CH:34]=[CH:33][CH:32]=4)[CH2:11][C:10]=3[CH:9]=[CH:8][CH:7]=2)[CH2:2][CH2:3][CH2:4][CH2:5]1. (4) Given the reactants [F:1][C:2]([F:32])([F:31])[C:3]([C:9]1[CH:14]=[CH:13][C:12]([CH2:15][N:16]2[CH2:21][CH2:20][N:19]([C:22]3[CH:27]=[CH:26][C:25]([N+:28]([O-])=O)=[CH:24][CH:23]=3)[CH2:18][CH2:17]2)=[CH:11][CH:10]=1)([OH:8])[C:4]([F:7])([F:6])[F:5].Cl, predict the reaction product. The product is: [NH2:28][C:25]1[CH:24]=[CH:23][C:22]([N:19]2[CH2:18][CH2:17][N:16]([CH2:15][C:12]3[CH:11]=[CH:10][C:9]([C:3]([OH:8])([C:2]([F:32])([F:31])[F:1])[C:4]([F:5])([F:6])[F:7])=[CH:14][CH:13]=3)[CH2:21][CH2:20]2)=[CH:27][CH:26]=1. (5) Given the reactants S(Cl)([Cl:3])=O.[Br:5][C:6]1[CH:16]=[CH:15][C:9]([O:10][CH2:11][C:12](O)=[O:13])=[CH:8][CH:7]=1, predict the reaction product. The product is: [Br:5][C:6]1[CH:16]=[CH:15][C:9]([O:10][CH2:11][C:12]([Cl:3])=[O:13])=[CH:8][CH:7]=1. (6) Given the reactants [C:1]([O:5][C:6]([NH:8][C@@H:9]([CH2:25][C:26]1[CH:31]=[CH:30][C:29]([O:32]CC2C=CC=CC=2)=[C:28]([O:40]CC2C=CC=CC=2)[CH:27]=1)[C:10]([O:12][C@H:13]([CH3:24])[CH2:14][O:15][C:16]([C:18]1[CH:23]=[CH:22][CH:21]=[CH:20][CH:19]=1)=[O:17])=[O:11])=[O:7])([CH3:4])([CH3:3])[CH3:2], predict the reaction product. The product is: [OH:40][C:28]1[CH:27]=[C:26]([CH2:25][C@H:9]([NH:8][C:6]([O:5][C:1]([CH3:2])([CH3:4])[CH3:3])=[O:7])[C:10]([O:12][C@H:13]([CH3:24])[CH2:14][O:15][C:16]([C:18]2[CH:23]=[CH:22][CH:21]=[CH:20][CH:19]=2)=[O:17])=[O:11])[CH:31]=[CH:30][C:29]=1[OH:32]. (7) Given the reactants [ClH:1].[CH2:2]([N:9]([CH2:20][C:21]1[CH:26]=[CH:25][CH:24]=[CH:23][CH:22]=1)[C@H:10]1[CH2:15][CH2:14][C@H:13]([C:16]([O:18]C)=[O:17])[CH2:12][CH2:11]1)[C:3]1[CH:8]=[CH:7][CH:6]=[CH:5][CH:4]=1, predict the reaction product. The product is: [ClH:1].[CH2:20]([N:9]([CH2:2][C:3]1[CH:8]=[CH:7][CH:6]=[CH:5][CH:4]=1)[C@H:10]1[CH2:15][CH2:14][C@H:13]([C:16]([OH:18])=[O:17])[CH2:12][CH2:11]1)[C:21]1[CH:22]=[CH:23][CH:24]=[CH:25][CH:26]=1.